From a dataset of Reaction yield outcomes from USPTO patents with 853,638 reactions. Predict the reaction yield, written as a fraction of the theoretical maximum amount of product (1.0 means a 100% yield; for example, 0.34 means a 34% yield). The reactants are [F:1][C:2]1[CH:24]=[CH:23][C:5]([O:6][C:7]2[CH:8]=[C:9]3[C:13](=[CH:14][C:15]=2[C:16]([NH2:18])=[O:17])[N:12]([CH2:19][CH:20]([CH3:22])[CH3:21])[N:11]=[CH:10]3)=[CH:4][CH:3]=1.C(N1C=CN=C1)(N1C=CN=C1)=O.N1[CH2:42][CH2:41][O:40][CH2:39][CH2:38]1. The catalyst is C1COCC1. The product is [F:1][C:2]1[CH:24]=[CH:23][C:5]([O:6][C:7]2[CH:8]=[C:9]3[C:13](=[CH:14][C:15]=2[C:16]([N:18]2[CH2:42][CH2:41][O:40][CH2:39][CH2:38]2)=[O:17])[N:12]([CH2:19][CH:20]([CH3:22])[CH3:21])[N:11]=[CH:10]3)=[CH:4][CH:3]=1. The yield is 0.930.